This data is from Full USPTO retrosynthesis dataset with 1.9M reactions from patents (1976-2016). The task is: Predict the reactants needed to synthesize the given product. (1) Given the product [CH3:1][O:2][C:3](=[O:24])[C@@H:4]([O:21][CH2:22][CH3:23])[CH2:5][C:6]1[CH:11]=[CH:10][C:9]([OH:12])=[CH:8][C:7]=1[CH3:20], predict the reactants needed to synthesize it. The reactants are: [CH3:1][O:2][C:3](=[O:24])[C@@H:4]([O:21][CH2:22][CH3:23])[CH2:5][C:6]1[CH:11]=[CH:10][C:9]([O:12]CC2C=CC=CC=2)=[CH:8][C:7]=1[CH3:20]. (2) Given the product [CH3:1][O:2][C:3]([C:5]1[C@@H:6]2[N:13]([CH3:14])[C@H:9]([CH2:10][C:11]=1[O:12][S:18]([C:21]([F:24])([F:23])[F:22])(=[O:20])=[O:19])[CH2:8][CH2:7]2)=[O:4], predict the reactants needed to synthesize it. The reactants are: [CH3:1][O:2][C:3]([CH:5]1[C:11](=[O:12])[CH2:10][CH:9]2[N:13]([CH3:14])[CH:6]1[CH2:7][CH2:8]2)=[O:4].[H-].[Na+].N(C1C=CC=CC=1)([S:18]([C:21]([F:24])([F:23])[F:22])(=[O:20])=[O:19])[S:18]([C:21]([F:24])([F:23])[F:22])(=[O:20])=[O:19]. (3) Given the product [F:1][C:2]1[CH:3]=[C:4]([CH:5]=[C:6]([F:19])[C:7]=1[O:8][C:9]1[CH:14]=[N:13][C:12]([C:15]([F:17])([F:18])[F:16])=[N:11][CH:10]=1)[CH2:20][O:21][C:23]1[CH:34]=[C:27]2[N:28]([CH3:33])[C@H:29]([CH3:32])[CH2:30][CH2:31][N:26]2[C:25](=[O:35])[N:24]=1, predict the reactants needed to synthesize it. The reactants are: [F:1][C:2]1[CH:3]=[C:4]([CH2:20][OH:21])[CH:5]=[C:6]([F:19])[C:7]=1[O:8][C:9]1[CH:10]=[N:11][C:12]([C:15]([F:18])([F:17])[F:16])=[N:13][CH:14]=1.Cl[C:23]1[CH:34]=[C:27]2[N:28]([CH3:33])[C@H:29]([CH3:32])[CH2:30][CH2:31][N:26]2[C:25](=[O:35])[N:24]=1. (4) The reactants are: [CH3:1][O:2][C:3](=[O:17])/[CH:4]=[CH:5]/[C:6]1[CH:11]=[CH:10][C:9]([O:12][CH3:13])=[C:8]([N+:14]([O-])=O)[CH:7]=1.C(O)(=O)C. Given the product [CH3:1][O:2][C:3](=[O:17])/[CH:4]=[CH:5]/[C:6]1[CH:11]=[CH:10][C:9]([O:12][CH3:13])=[C:8]([NH2:14])[CH:7]=1, predict the reactants needed to synthesize it. (5) Given the product [ClH:1].[Cl:1][C:2]1[CH:8]=[CH:7][C:5]([NH:6][C:12]2[C:21]3[C:16](=[CH:17][C:18]([O:24][CH2:25][CH2:26][N:27]([CH3:35])[C:28]4[CH:33]=[C:32]([CH3:34])[N:31]=[CH:30][N:29]=4)=[C:19]([O:22][CH3:23])[CH:20]=3)[N:15]=[CH:14][N:13]=2)=[C:4]([F:9])[CH:3]=1, predict the reactants needed to synthesize it. The reactants are: [Cl:1][C:2]1[CH:8]=[CH:7][C:5]([NH2:6])=[C:4]([F:9])[CH:3]=1.Cl.Cl[C:12]1[C:21]2[C:16](=[CH:17][C:18]([O:24][CH2:25][CH2:26][N:27]([CH3:35])[C:28]3[CH:33]=[C:32]([CH3:34])[N:31]=[CH:30][N:29]=3)=[C:19]([O:22][CH3:23])[CH:20]=2)[N:15]=[CH:14][N:13]=1. (6) Given the product [CH2:23]([N:8]([CH2:1][C:2]1[CH:7]=[CH:6][CH:5]=[CH:4][CH:3]=1)[C@@H:9]([CH2:12][C:13]1[CH:18]=[CH:17][C:16]([C:19]([F:22])([F:21])[F:20])=[CH:15][CH:14]=1)[C@H:10]([OH:11])[CH3:30])[C:24]1[CH:25]=[CH:26][CH:27]=[CH:28][CH:29]=1, predict the reactants needed to synthesize it. The reactants are: [CH2:1]([N:8]([CH2:23][C:24]1[CH:29]=[CH:28][CH:27]=[CH:26][CH:25]=1)[C@@H:9]([CH2:12][C:13]1[CH:18]=[CH:17][C:16]([C:19]([F:22])([F:21])[F:20])=[CH:15][CH:14]=1)[CH:10]=[O:11])[C:2]1[CH:7]=[CH:6][CH:5]=[CH:4][CH:3]=1.[CH3:30][Mg]Br.[Cl-].[NH4+]. (7) The reactants are: [Cl:1][C:2]1[CH:3]=[C:4]([C:12]2[S:13][CH:14]=[CH:15][N:16]=2)[CH:5]=[CH:6][C:7]=1[O:8][CH:9]([CH3:11])[CH3:10].C([O-])(=O)C.[Na+].[Br:22]Br. Given the product [Br:22][C:14]1[S:13][C:12]([C:4]2[CH:5]=[CH:6][C:7]([O:8][CH:9]([CH3:11])[CH3:10])=[C:2]([Cl:1])[CH:3]=2)=[N:16][CH:15]=1, predict the reactants needed to synthesize it.